From a dataset of NCI-60 drug combinations with 297,098 pairs across 59 cell lines. Regression. Given two drug SMILES strings and cell line genomic features, predict the synergy score measuring deviation from expected non-interaction effect. (1) Drug 2: CC1OCC2C(O1)C(C(C(O2)OC3C4COC(=O)C4C(C5=CC6=C(C=C35)OCO6)C7=CC(=C(C(=C7)OC)O)OC)O)O. Cell line: OVCAR3. Synergy scores: CSS=44.6, Synergy_ZIP=-11.9, Synergy_Bliss=-12.9, Synergy_Loewe=-11.3, Synergy_HSA=-8.18. Drug 1: CC1=C2C(C(=O)C3(C(CC4C(C3C(C(C2(C)C)(CC1OC(=O)C(C(C5=CC=CC=C5)NC(=O)OC(C)(C)C)O)O)OC(=O)C6=CC=CC=C6)(CO4)OC(=O)C)OC)C)OC. (2) Drug 1: CC1C(C(CC(O1)OC2CC(CC3=C2C(=C4C(=C3O)C(=O)C5=C(C4=O)C(=CC=C5)OC)O)(C(=O)CO)O)N)O.Cl. Cell line: 786-0. Drug 2: CCC1(C2=C(COC1=O)C(=O)N3CC4=CC5=C(C=CC(=C5CN(C)C)O)N=C4C3=C2)O.Cl. Synergy scores: CSS=14.0, Synergy_ZIP=-2.17, Synergy_Bliss=-2.70, Synergy_Loewe=-5.43, Synergy_HSA=-5.12. (3) Drug 1: C1CC(C1)(C(=O)O)C(=O)O.[NH2-].[NH2-].[Pt+2]. Drug 2: CC12CCC3C(C1CCC2O)C(CC4=C3C=CC(=C4)O)CCCCCCCCCS(=O)CCCC(C(F)(F)F)(F)F. Cell line: MOLT-4. Synergy scores: CSS=14.8, Synergy_ZIP=2.23, Synergy_Bliss=0.885, Synergy_Loewe=-16.8, Synergy_HSA=-5.41. (4) Drug 1: CCC1(CC2CC(C3=C(CCN(C2)C1)C4=CC=CC=C4N3)(C5=C(C=C6C(=C5)C78CCN9C7C(C=CC9)(C(C(C8N6C=O)(C(=O)OC)O)OC(=O)C)CC)OC)C(=O)OC)O.OS(=O)(=O)O. Drug 2: C1=NC2=C(N=C(N=C2N1C3C(C(C(O3)CO)O)O)F)N. Cell line: OVCAR-4. Synergy scores: CSS=2.98, Synergy_ZIP=-6.09, Synergy_Bliss=-2.20, Synergy_Loewe=-17.4, Synergy_HSA=-2.07. (5) Drug 1: CC1C(C(CC(O1)OC2CC(OC(C2O)C)OC3=CC4=CC5=C(C(=O)C(C(C5)C(C(=O)C(C(C)O)O)OC)OC6CC(C(C(O6)C)O)OC7CC(C(C(O7)C)O)OC8CC(C(C(O8)C)O)(C)O)C(=C4C(=C3C)O)O)O)O. Drug 2: CN(C(=O)NC(C=O)C(C(C(CO)O)O)O)N=O. Cell line: NCI-H522. Synergy scores: CSS=33.8, Synergy_ZIP=1.39, Synergy_Bliss=-1.59, Synergy_Loewe=-60.7, Synergy_HSA=-1.95. (6) Drug 1: CC1=CC=C(C=C1)C2=CC(=NN2C3=CC=C(C=C3)S(=O)(=O)N)C(F)(F)F. Drug 2: CC1CCC2CC(C(=CC=CC=CC(CC(C(=O)C(C(C(=CC(C(=O)CC(OC(=O)C3CCCCN3C(=O)C(=O)C1(O2)O)C(C)CC4CCC(C(C4)OC)OCCO)C)C)O)OC)C)C)C)OC. Cell line: ACHN. Synergy scores: CSS=-0.212, Synergy_ZIP=7.36, Synergy_Bliss=3.76, Synergy_Loewe=-1.01, Synergy_HSA=-0.284. (7) Drug 1: CC1=C(C=C(C=C1)NC2=NC=CC(=N2)N(C)C3=CC4=NN(C(=C4C=C3)C)C)S(=O)(=O)N.Cl. Drug 2: C1=CN(C=N1)CC(O)(P(=O)(O)O)P(=O)(O)O. Cell line: UACC-257. Synergy scores: CSS=0.467, Synergy_ZIP=0.229, Synergy_Bliss=1.02, Synergy_Loewe=0.554, Synergy_HSA=0.234.